From a dataset of Full USPTO retrosynthesis dataset with 1.9M reactions from patents (1976-2016). Predict the reactants needed to synthesize the given product. (1) Given the product [CH2:3]([O:16][C:17](=[O:21])[CH2:13][C@@H:12]([OH:14])[CH2:11][O:10][CH2:8][CH3:9])[CH2:2][CH2:7][CH3:6], predict the reactants needed to synthesize it. The reactants are: N[C:2]1[CH:7]=[CH:6]N=C[CH:3]=1.[CH2:8]([O:10][CH2:11][C@@H:12]1[O:14][CH2:13]1)[CH3:9].[C]=[O:16].[CH2:17]([OH:21])CCC. (2) Given the product [Br:1][C:2]1[CH:7]=[C:6]2[C:5](=[CH:4][CH:3]=1)[N:20]([C:19]1[CH:31]=[CH:32][C:26]([F:25])=[CH:27][CH:28]=1)[CH:22]=[C:9]([C:10]([O:12][CH2:13][CH3:14])=[O:11])[C:8]2=[O:15], predict the reactants needed to synthesize it. The reactants are: [Br:1][C:2]1[CH:3]=[CH:4][C:5](F)=[C:6]([C:8](=[O:15])[CH2:9][C:10]([O:12][CH2:13][CH3:14])=[O:11])[CH:7]=1.CO[CH:19](OC)[N:20]([CH3:22])C.[F:25][C:26]1[CH:32]=[CH:31]C(N)=[CH:28][CH:27]=1. (3) Given the product [Cl:1][C:2]1[N:7]=[C:6]([NH:8][C:42](=[O:44])[CH3:43])[C:5]2[C:9]([O:31][CH3:32])=[N:10][N:11]([C:12]([C:19]3[CH:24]=[CH:23][CH:22]=[CH:21][CH:20]=3)([C:13]3[CH:14]=[CH:15][CH:16]=[CH:17][CH:18]=3)[C:25]3[CH:26]=[CH:27][CH:28]=[CH:29][CH:30]=3)[C:4]=2[CH:3]=1, predict the reactants needed to synthesize it. The reactants are: [Cl:1][C:2]1[N:7]=[C:6]([NH2:8])[C:5]2[C:9]([O:31][CH3:32])=[N:10][N:11]([C:12]([C:25]3[CH:30]=[CH:29][CH:28]=[CH:27][CH:26]=3)([C:19]3[CH:24]=[CH:23][CH:22]=[CH:21][CH:20]=3)[C:13]3[CH:18]=[CH:17][CH:16]=[CH:15][CH:14]=3)[C:4]=2[CH:3]=1.CCN(C(C)C)C(C)C.[C:42](Cl)(=[O:44])[CH3:43].[NH4+].[Cl-]. (4) Given the product [C:25]([O:28][CH:29]([O:16][C:15]([C:14]1[C:8]2[O:7][B:6]([OH:18])[C@@H:5]([NH:4][C:1](=[O:3])[CH3:2])[CH2:10][C:9]=2[CH:11]=[CH:12][CH:13]=1)=[O:17])[CH3:30])(=[O:27])[CH3:26], predict the reactants needed to synthesize it. The reactants are: [C:1]([NH:4][CH:5]1[CH2:10][C:9]2[CH:11]=[CH:12][CH:13]=[C:14]([C:15]([OH:17])=[O:16])[C:8]=2[O:7][B:6]1[OH:18])(=[O:3])[CH3:2].C(=O)([O-])[O-].[K+].[K+].[C:25]([O:28][CH2:29][CH2:30]Br)(=[O:27])[CH3:26].[I-].[Na+]. (5) Given the product [F:22][C:21]([F:24])([F:23])[C:19]([OH:25])=[O:20].[I:1][C:2]1[C:10]2[C:5](=[CH:6][CH:7]=[C:8]([NH2:11])[CH:9]=2)[NH:4][N:3]=1, predict the reactants needed to synthesize it. The reactants are: [I:1][C:2]1[C:10]2[C:5](=[CH:6][CH:7]=[C:8]([NH:11]C(=O)OC(C)(C)C)[CH:9]=2)[NH:4][N:3]=1.[C:19]([OH:25])([C:21]([F:24])([F:23])[F:22])=[O:20]. (6) Given the product [CH2:1]([O:3][C:4]([C:6]1[C:7]([OH:22])=[C:8]2[C:15]([C:16]3[CH:21]=[CH:20][CH:19]=[CH:18][CH:17]=3)=[N:14][O:13][C:9]2=[C:10]([C:23]2[CH:28]=[CH:27][CH:26]=[CH:25][CH:24]=2)[N:11]=1)=[O:5])[CH3:2], predict the reactants needed to synthesize it. The reactants are: [CH2:1]([O:3][C:4]([C:6]1[C:7]([OH:22])=[C:8]2[C:15]([C:16]3[CH:21]=[CH:20][CH:19]=[CH:18][CH:17]=3)=[N:14][O:13][C:9]2=[C:10](Br)[N:11]=1)=[O:5])[CH3:2].[C:23]1(B(O)O)[CH:28]=[CH:27][CH:26]=[CH:25][CH:24]=1.C(=O)([O-])[O-].[Cs+].[Cs+]. (7) Given the product [C:14]([O:17][C:18]([NH:2][CH2:3][CH2:4][CH2:5][C:6]([OH:8])=[O:7])=[O:19])([CH3:16])([CH3:15])[CH3:13], predict the reactants needed to synthesize it. The reactants are: Cl.[NH2:2][CH2:3][CH2:4][CH2:5][C:6]([O:8]CC)=[O:7].[OH-].[Na+].[CH3:13][C:14]([O:17][C:18](O[C:18]([O:17][C:14]([CH3:16])([CH3:15])[CH3:13])=[O:19])=[O:19])([CH3:16])[CH3:15]. (8) The reactants are: [NH:1]1[C:9]2[C:4](=[CH:5][CH:6]=[CH:7][CH:8]=2)[C:3]2([C:21]3[C:12](=[CH:13][C:14]4[O:19][CH2:18][CH2:17][O:16][C:15]=4[CH:20]=3)[O:11][CH2:10]2)[C:2]1=[O:22].[H-].[Na+].[CH2:25]([O:32][C:33]1[CH:40]=[CH:39][C:36]([CH2:37]Cl)=[CH:35][CH:34]=1)[C:26]1[CH:31]=[CH:30][CH:29]=[CH:28][CH:27]=1. Given the product [CH2:25]([O:32][C:33]1[CH:34]=[CH:35][C:36]([CH2:37][N:1]2[C:9]3[C:4](=[CH:5][CH:6]=[CH:7][CH:8]=3)[C:3]3([C:21]4[C:12](=[CH:13][C:14]5[O:19][CH2:18][CH2:17][O:16][C:15]=5[CH:20]=4)[O:11][CH2:10]3)[C:2]2=[O:22])=[CH:39][CH:40]=1)[C:26]1[CH:27]=[CH:28][CH:29]=[CH:30][CH:31]=1, predict the reactants needed to synthesize it. (9) Given the product [CH:25]1([C:31]([N:15]2[CH2:14][CH2:13][N:12]([C:10]([C:7]3[CH:8]=[CH:9][C:4]4[N:5]([C:18]([C:19]5[CH:24]=[CH:23][CH:22]=[CH:21][CH:20]=5)=[C:2]([CH3:1])[N:3]=4)[CH:6]=3)=[O:11])[CH2:17][CH2:16]2)=[O:32])[CH2:30][CH2:29][CH2:28][CH2:27][CH2:26]1, predict the reactants needed to synthesize it. The reactants are: [CH3:1][C:2]1[N:3]=[C:4]2[CH:9]=[CH:8][C:7]([C:10]([N:12]3[CH2:17][CH2:16][NH:15][CH2:14][CH2:13]3)=[O:11])=[CH:6][N:5]2[C:18]=1[C:19]1[CH:24]=[CH:23][CH:22]=[CH:21][CH:20]=1.[CH:25]1([C:31](Cl)=[O:32])[CH2:30][CH2:29][CH2:28][CH2:27][CH2:26]1. (10) Given the product [C:1]1([C@@H:7]([N:9]2[C:10]3[CH:11]=[C:12]([C:19]4[CH:28]=[CH:27][CH:26]=[C:25]5[C:20]=4[CH:21]=[CH:22][CH:23]=[N:24]5)[N:13]=[CH:14][C:15]=3[NH:16][C:61]2=[O:62])[CH3:8])[CH:6]=[CH:5][CH:4]=[CH:3][CH:2]=1, predict the reactants needed to synthesize it. The reactants are: [C:1]1([C@@H:7]([NH:9][C:10]2[C:15]([N+:16]([O-])=O)=[CH:14][N:13]=[C:12]([C:19]3[CH:28]=[CH:27][CH:26]=[C:25]4[C:20]=3[CH:21]=[CH:22][CH:23]=[N:24]4)[CH:11]=2)[CH3:8])[CH:6]=[CH:5][CH:4]=[CH:3][CH:2]=1.C1([C@@H](NC2C([N+]([O-])=O)=CN=C(Br)C=2)C)C=CC=CC=1.N1C2C=CC=C(B(O)O)C=2C=CC=1.[C:61](=O)([O-])[O-:62].[K+].[K+].